From a dataset of Forward reaction prediction with 1.9M reactions from USPTO patents (1976-2016). Predict the product of the given reaction. (1) Given the reactants Br[C:2]1[C:3]([N:9]2[CH2:14][CH2:13][O:12][CH2:11][CH2:10]2)=[N:4][C:5]([Cl:8])=[N:6][CH:7]=1.B([C:18](=[CH:24][C:25]1[CH:30]=[CH:29][CH:28]=[CH:27][CH:26]=1)[C:19]([O:21][CH2:22][CH3:23])=[O:20])(O)O.C(Cl)Cl.C(=O)([O-])[O-].[Na+].[Na+], predict the reaction product. The product is: [CH2:22]([O:21][C:19](=[O:20])[CH:18]=[CH:24][C:25]1[CH:30]=[CH:29][CH:28]=[C:27]([C:2]2[C:3]([N:9]3[CH2:14][CH2:13][O:12][CH2:11][CH2:10]3)=[N:4][C:5]([Cl:8])=[N:6][CH:7]=2)[CH:26]=1)[CH3:23]. (2) Given the reactants [NH2:1][C:2]1[C:7](I)=[CH:6][CH:5]=[CH:4][N:3]=1.OB(O)[C:11]1[S:12][C:13]2[CH:19]=[CH:18][C:17]([C:20]([OH:22])=[O:21])=[CH:16][C:14]=2[CH:15]=1.C(=O)([O-])[O-].[Na+].[Na+].C1C=CC(P(C2C=CC=CC=2)C2C=CC=CC=2)=CC=1, predict the reaction product. The product is: [NH2:1][C:2]1[C:7]([C:11]2[S:12][C:13]3[CH:19]=[CH:18][C:17]([C:20]([OH:22])=[O:21])=[CH:16][C:14]=3[CH:15]=2)=[CH:6][CH:5]=[CH:4][N:3]=1. (3) Given the reactants [CH2:1]([O:8][C@@H:9]1[C@@H:14]([O:15][CH2:16][C:17]2[CH:22]=[CH:21][CH:20]=[CH:19][CH:18]=2)[C@H:13]([O:23][CH2:24][C:25]2[CH:30]=[CH:29][CH:28]=[CH:27][CH:26]=2)[C@@H:12]([CH2:31][O:32][CH2:33][C:34]2[CH:39]=[CH:38][CH:37]=[CH:36][CH:35]=2)[O:11][C:10]1([C:41]1[CH:46]=[CH:45][C:44]([CH3:47])=[C:43]([CH2:48][C:49]2[CH:54]=[CH:53][C:52]([O:55][Si](C(C)(C)C)(C)C)=[CH:51][CH:50]=2)[CH:42]=1)[OH:40])[C:2]1[CH:7]=[CH:6][CH:5]=[CH:4][CH:3]=1.C([SiH](C(C)C)C(C)C)(C)C.B(F)(F)F.CCOCC.C(=O)([O-])[O-].[K+].[K+], predict the reaction product. The product is: [CH2:1]([O:8][C@@H:9]1[C@@H:14]([O:15][CH2:16][C:17]2[CH:18]=[CH:19][CH:20]=[CH:21][CH:22]=2)[C@H:13]([O:23][CH2:24][C:25]2[CH:30]=[CH:29][CH:28]=[CH:27][CH:26]=2)[C@@H:12]([CH2:31][O:32][CH2:33][C:34]2[CH:35]=[CH:36][CH:37]=[CH:38][CH:39]=2)[O:11][C@@:10]1([C:41]1[CH:46]=[CH:45][C:44]([CH3:47])=[C:43]([CH2:48][C:49]2[CH:54]=[CH:53][C:52]([OH:55])=[CH:51][CH:50]=2)[CH:42]=1)[OH:40])[C:2]1[CH:3]=[CH:4][CH:5]=[CH:6][CH:7]=1. (4) Given the reactants [CH3:1][C:2]1[CH:11]=[CH:10][C:9]2[C:4](=[CH:5][CH:6]=[C:7]([CH3:12])[CH:8]=2)[CH:3]=1.[Br:13]N1C(=O)CCC1=O.O, predict the reaction product. The product is: [Br:13][C:8]1[C:9]2[C:4](=[CH:3][C:2]([CH3:1])=[CH:11][CH:10]=2)[CH:5]=[CH:6][C:7]=1[CH3:12].